Dataset: NCI-60 drug combinations with 297,098 pairs across 59 cell lines. Task: Regression. Given two drug SMILES strings and cell line genomic features, predict the synergy score measuring deviation from expected non-interaction effect. (1) Drug 1: C1CCC(CC1)NC(=O)N(CCCl)N=O. Drug 2: C1C(C(OC1N2C=NC(=NC2=O)N)CO)O. Cell line: MCF7. Synergy scores: CSS=25.3, Synergy_ZIP=-6.17, Synergy_Bliss=1.90, Synergy_Loewe=3.37, Synergy_HSA=3.80. (2) Drug 1: C1=CC(=CC=C1C#N)C(C2=CC=C(C=C2)C#N)N3C=NC=N3. Drug 2: CC=C1C(=O)NC(C(=O)OC2CC(=O)NC(C(=O)NC(CSSCCC=C2)C(=O)N1)C(C)C)C(C)C. Cell line: SN12C. Synergy scores: CSS=1.12, Synergy_ZIP=3.93, Synergy_Bliss=2.19, Synergy_Loewe=-59.3, Synergy_HSA=-7.94. (3) Drug 2: CCN(CC)CCNC(=O)C1=C(NC(=C1C)C=C2C3=C(C=CC(=C3)F)NC2=O)C. Drug 1: COC1=NC(=NC2=C1N=CN2C3C(C(C(O3)CO)O)O)N. Synergy scores: CSS=-8.57, Synergy_ZIP=2.27, Synergy_Bliss=-1.94, Synergy_Loewe=-7.29, Synergy_HSA=-6.15. Cell line: DU-145. (4) Drug 1: C1=CN(C(=O)N=C1N)C2C(C(C(O2)CO)O)O.Cl. Drug 2: CCC1(CC2CC(C3=C(CCN(C2)C1)C4=CC=CC=C4N3)(C5=C(C=C6C(=C5)C78CCN9C7C(C=CC9)(C(C(C8N6C)(C(=O)OC)O)OC(=O)C)CC)OC)C(=O)OC)O.OS(=O)(=O)O. Cell line: SNB-19. Synergy scores: CSS=36.6, Synergy_ZIP=-7.79, Synergy_Bliss=-1.15, Synergy_Loewe=-0.817, Synergy_HSA=-0.438. (5) Drug 1: C1CCC(CC1)NC(=O)N(CCCl)N=O. Drug 2: CC12CCC3C(C1CCC2OP(=O)(O)O)CCC4=C3C=CC(=C4)OC(=O)N(CCCl)CCCl.[Na+]. Cell line: DU-145. Synergy scores: CSS=-0.652, Synergy_ZIP=-1.95, Synergy_Bliss=-4.98, Synergy_Loewe=-7.86, Synergy_HSA=-6.12. (6) Drug 1: CC1C(C(=O)NC(C(=O)N2CCCC2C(=O)N(CC(=O)N(C(C(=O)O1)C(C)C)C)C)C(C)C)NC(=O)C3=C4C(=C(C=C3)C)OC5=C(C(=O)C(=C(C5=N4)C(=O)NC6C(OC(=O)C(N(C(=O)CN(C(=O)C7CCCN7C(=O)C(NC6=O)C(C)C)C)C)C(C)C)C)N)C. Drug 2: CN1C2=C(C=C(C=C2)N(CCCl)CCCl)N=C1CCCC(=O)O.Cl. Cell line: NCI-H322M. Synergy scores: CSS=9.67, Synergy_ZIP=-0.958, Synergy_Bliss=-3.21, Synergy_Loewe=-26.9, Synergy_HSA=-4.27. (7) Drug 1: C1=NC(=NC(=O)N1C2C(C(C(O2)CO)O)O)N. Drug 2: C(CC(=O)O)C(=O)CN.Cl. Cell line: NCI-H322M. Synergy scores: CSS=36.2, Synergy_ZIP=-7.26, Synergy_Bliss=4.81, Synergy_Loewe=-23.1, Synergy_HSA=6.35. (8) Drug 1: CCC1=CC2CC(C3=C(CN(C2)C1)C4=CC=CC=C4N3)(C5=C(C=C6C(=C5)C78CCN9C7C(C=CC9)(C(C(C8N6C)(C(=O)OC)O)OC(=O)C)CC)OC)C(=O)OC.C(C(C(=O)O)O)(C(=O)O)O. Drug 2: CCCS(=O)(=O)NC1=C(C(=C(C=C1)F)C(=O)C2=CNC3=C2C=C(C=N3)C4=CC=C(C=C4)Cl)F. Cell line: SNB-19. Synergy scores: CSS=26.3, Synergy_ZIP=3.40, Synergy_Bliss=3.70, Synergy_Loewe=-30.3, Synergy_HSA=1.53. (9) Drug 1: C1=CC(=C2C(=C1NCCNCCO)C(=O)C3=C(C=CC(=C3C2=O)O)O)NCCNCCO. Drug 2: CN1C2=C(C=C(C=C2)N(CCCl)CCCl)N=C1CCCC(=O)O.Cl. Cell line: MALME-3M. Synergy scores: CSS=17.5, Synergy_ZIP=-6.35, Synergy_Bliss=-4.50, Synergy_Loewe=-21.1, Synergy_HSA=-3.48.